This data is from Full USPTO retrosynthesis dataset with 1.9M reactions from patents (1976-2016). The task is: Predict the reactants needed to synthesize the given product. (1) Given the product [CH3:15][O:14][CH2:13][CH:12]([N:11]1[C:7]2[CH:6]=[CH:5][NH:4][C:3](=[O:2])[C:8]=2[C:9]([C:18]2[CH:19]=[CH:20][C:21]([C:22]#[N:23])=[CH:24][CH:25]=2)=[CH:10]1)[CH2:16][CH3:17], predict the reactants needed to synthesize it. The reactants are: C[O:2][C:3]1[C:8]2[C:9]([C:18]3[CH:25]=[CH:24][C:21]([C:22]#[N:23])=[CH:20][CH:19]=3)=[CH:10][N:11]([CH:12]([CH2:16][CH3:17])[CH2:13][O:14][CH3:15])[C:7]=2[CH:6]=[CH:5][N:4]=1.[I-].[Na+].Cl[Si](C)(C)C.C(=O)([O-])O.[Na+]. (2) Given the product [OH:8][CH2:9][CH2:10][CH2:11][C:12]1([C:25]([O:27][CH2:28][CH3:29])=[O:26])[CH2:17][CH2:16][N:15]([C:18]([O:20][C:21]([CH3:24])([CH3:23])[CH3:22])=[O:19])[CH2:14][CH2:13]1, predict the reactants needed to synthesize it. The reactants are: C([O:8][CH2:9][CH2:10][CH2:11][C:12]1([C:25]([O:27][CH2:28][CH3:29])=[O:26])[CH2:17][CH2:16][N:15]([C:18]([O:20][C:21]([CH3:24])([CH3:23])[CH3:22])=[O:19])[CH2:14][CH2:13]1)C1C=CC=CC=1.